Task: Binary Classification. Given a T-cell receptor sequence (or CDR3 region) and an epitope sequence, predict whether binding occurs between them.. Dataset: TCR-epitope binding with 47,182 pairs between 192 epitopes and 23,139 TCRs (1) The epitope is LLQTGIHVRVSQPSL. The TCR CDR3 sequence is CASSAWTSTGRRYEQYF. Result: 1 (the TCR binds to the epitope). (2) The epitope is SLFNTVATLY. The TCR CDR3 sequence is CASSRTSGSLYNEQFF. Result: 0 (the TCR does not bind to the epitope). (3) The epitope is RPPIFIRRL. The TCR CDR3 sequence is CASSSGQGSQPQHF. Result: 0 (the TCR does not bind to the epitope).